From a dataset of NCI-60 drug combinations with 297,098 pairs across 59 cell lines. Regression. Given two drug SMILES strings and cell line genomic features, predict the synergy score measuring deviation from expected non-interaction effect. (1) Drug 1: CC=C1C(=O)NC(C(=O)OC2CC(=O)NC(C(=O)NC(CSSCCC=C2)C(=O)N1)C(C)C)C(C)C. Drug 2: CC(C)CN1C=NC2=C1C3=CC=CC=C3N=C2N. Cell line: A549. Synergy scores: CSS=35.5, Synergy_ZIP=1.51, Synergy_Bliss=2.58, Synergy_Loewe=-37.9, Synergy_HSA=1.70. (2) Drug 1: C1C(C(OC1N2C=NC3=C(N=C(N=C32)Cl)N)CO)O. Drug 2: C(CC(=O)O)C(=O)CN.Cl. Cell line: OVCAR-4. Synergy scores: CSS=8.11, Synergy_ZIP=-4.19, Synergy_Bliss=-4.95, Synergy_Loewe=-9.60, Synergy_HSA=-6.43.